This data is from Catalyst prediction with 721,799 reactions and 888 catalyst types from USPTO. The task is: Predict which catalyst facilitates the given reaction. (1) Reactant: C[C:2]1(C)[O:6][C:5](=[CH:7][C:8]([N:10]([CH2:13][C:14]2[CH:19]=[CH:18][CH:17]=[CH:16][C:15]=2[O:20][CH:21]([CH3:23])[CH3:22])[O:11][CH3:12])=[O:9])[C:4](=[O:24])[O:3]1. Product: [CH3:2][O:3][C:4](=[O:24])[C:5]([OH:6])=[CH:7][C:8](=[O:9])[N:10]([CH2:13][C:14]1[CH:19]=[CH:18][CH:17]=[CH:16][C:15]=1[O:20][CH:21]([CH3:22])[CH3:23])[O:11][CH3:12]. The catalyst class is: 5. (2) Reactant: Cl[C:2]1[CH:7]=[C:6]([C:8]([NH:10][CH2:11][C:12]23[CH2:21][CH:16]4[CH2:17][CH:18]([CH2:20][CH:14]([CH2:15]4)[CH2:13]2)[CH2:19]3)=[O:9])[C:5]([Cl:22])=[CH:4][N:3]=1.[C:23]([C:26]1[CH:27]=[C:28](B(O)O)[CH:29]=[CH:30][CH:31]=1)([OH:25])=[O:24].C(=O)([O-])[O-].[K+].[K+]. Product: [Cl:22][C:5]1[C:6]([C:8]([NH:10][CH2:11][C:12]23[CH2:19][CH:18]4[CH2:17][CH:16]([CH2:15][CH:14]([CH2:20]4)[CH2:13]2)[CH2:21]3)=[O:9])=[CH:7][C:2]([C:30]2[CH:31]=[C:26]([CH:27]=[CH:28][CH:29]=2)[C:23]([OH:25])=[O:24])=[N:3][CH:4]=1. The catalyst class is: 235. (3) Reactant: [CH3:1][N:2]([CH3:23])[C:3](=[O:22])[CH2:4][CH2:5][CH:6]([NH:14]C(=O)OC(C)(C)C)[C:7]1[CH:12]=[CH:11][CH:10]=[C:9]([CH3:13])[CH:8]=1.[ClH:24]. Product: [ClH:24].[NH2:14][CH:6]([C:7]1[CH:12]=[CH:11][CH:10]=[C:9]([CH3:13])[CH:8]=1)[CH2:5][CH2:4][C:3]([N:2]([CH3:23])[CH3:1])=[O:22]. The catalyst class is: 12. (4) The catalyst class is: 2. Reactant: [C:1]([C:5]1[CH:6]=[C:7]([NH:18][C:19]([NH:21][C@@H:22]2[C:31]3[C:26](=[CH:27][CH:28]=[CH:29][CH:30]=3)[C@H:25]([O:32][C:33]3[CH:34]=[CH:35][C:36]4[N:37]([C:39]([N:42]5[CH2:47][CH2:46][CH2:45][CH2:44][CH2:43]5)=[N:40][N:41]=4)[CH:38]=3)[CH2:24][CH2:23]2)=[O:20])[N:8]([C:10]2[CH:15]=[CH:14][C:13]([CH2:16]O)=[CH:12][CH:11]=2)[N:9]=1)([CH3:4])([CH3:3])[CH3:2].CCN(C(C)C)C(C)C.CS([Cl:61])(=O)=O. Product: [C:1]([C:5]1[CH:6]=[C:7]([NH:18][C:19]([NH:21][C@@H:22]2[C:31]3[C:26](=[CH:27][CH:28]=[CH:29][CH:30]=3)[C@H:25]([O:32][C:33]3[CH:34]=[CH:35][C:36]4[N:37]([C:39]([N:42]5[CH2:47][CH2:46][CH2:45][CH2:44][CH2:43]5)=[N:40][N:41]=4)[CH:38]=3)[CH2:24][CH2:23]2)=[O:20])[N:8]([C:10]2[CH:15]=[CH:14][C:13]([CH2:16][Cl:61])=[CH:12][CH:11]=2)[N:9]=1)([CH3:4])([CH3:3])[CH3:2]. (5) Reactant: [CH3:1][O:2][C:3]1[CH:4]=[C:5]2[C:10](=[CH:11][C:12]=1[O:13][CH3:14])[N:9]=[CH:8][CH:7]=[C:6]2[O:15][C:16]1[CH:21]=[CH:20][C:19]([CH3:22])=[CH:18][C:17]=1[C:23](=[O:36])[CH2:24][CH2:25][CH2:26][CH2:27][CH2:28][CH2:29][CH2:30][CH2:31][C:32](OC)=[O:33].[H-].C([Al+]CC(C)C)C(C)C.O. Product: [CH3:1][O:2][C:3]1[CH:4]=[C:5]2[C:10](=[CH:11][C:12]=1[O:13][CH3:14])[N:9]=[CH:8][CH:7]=[C:6]2[O:15][C:16]1[CH:21]=[CH:20][C:19]([CH3:22])=[CH:18][C:17]=1[CH:23]([OH:36])[CH2:24][CH2:25][CH2:26][CH2:27][CH2:28][CH2:29][CH2:30][CH2:31][CH2:32][OH:33]. The catalyst class is: 7. (6) Reactant: [C:1]([C:4]1[S:8][C:7]2[CH:9]=[CH:10][CH:11]=[CH:12][C:6]=2[CH:5]=1)(=[O:3])[CH3:2].C(=O)=O.CC(C)=O.[Li+].C[Si]([N-][Si](C)(C)C)(C)C.[F:30][C:31]([F:40])([F:39])[C:32](N1C=CN=C1)=[O:33].Cl. Product: [S:8]1[C:4]([C:1](=[O:3])[CH2:2][C:32](=[O:33])[C:31]([F:40])([F:39])[F:30])=[CH:5][C:6]2[CH:12]=[CH:11][CH:10]=[CH:9][C:7]1=2. The catalyst class is: 1. (7) The catalyst class is: 58. Product: [F:8][C:9]1[CH:10]=[CH:11][C:12]2[N:16]=[C:15]([C:17]3[CH:25]=[CH:24][CH:23]=[C:22]4[C:18]=3[C:19]([CH3:40])=[N:20][N:21]4[C:26]3[CH:33]=[CH:32][C:29]([C:30]([NH2:31])=[O:3])=[C:28]([NH:34][CH2:35][C:36]([OH:39])([CH3:37])[CH3:38])[CH:27]=3)[NH:14][C:13]=2[CH:41]=1. Reactant: C([OH:3])C.[OH-].[Na+].OO.[F:8][C:9]1[CH:10]=[CH:11][C:12]2[N:16]=[C:15]([C:17]3[CH:25]=[CH:24][CH:23]=[C:22]4[C:18]=3[C:19]([CH3:40])=[N:20][N:21]4[C:26]3[CH:33]=[CH:32][C:29]([C:30]#[N:31])=[C:28]([NH:34][CH2:35][C:36]([OH:39])([CH3:38])[CH3:37])[CH:27]=3)[NH:14][C:13]=2[CH:41]=1. (8) Reactant: [OH:1][C:2]1[CH:3]=[C:4]([CH2:9][C:10](=[O:14])[C:11]([OH:13])=[O:12])[CH:5]=[CH:6][C:7]=1[OH:8]. Product: [OH:1][C:2]1[CH:3]=[C:4]([CH2:9][CH:10]([OH:14])[C:11]([OH:13])=[O:12])[CH:5]=[CH:6][C:7]=1[OH:8]. The catalyst class is: 33.